From a dataset of Full USPTO retrosynthesis dataset with 1.9M reactions from patents (1976-2016). Predict the reactants needed to synthesize the given product. (1) Given the product [NH2:1][C:2]1[N:7]=[C:6]([NH2:8])[C:5]([C:9]2[CH:14]=[CH:13][C:12]([NH:15][C:16]([CH:18]3[CH2:20][CH2:19]3)=[O:17])=[CH:11][CH:10]=2)=[C:4]([CH2:21][O:31][CH2:23][CH2:24][C:25]2[CH:30]=[CH:29][CH:28]=[CH:27][CH:26]=2)[N:3]=1, predict the reactants needed to synthesize it. The reactants are: [NH2:1][C:2]1[N:7]=[C:6]([NH2:8])[C:5]([C:9]2[CH:14]=[CH:13][C:12]([NH:15][C:16]([CH:18]3[CH2:20][CH2:19]3)=[O:17])=[CH:11][CH:10]=2)=[C:4]([CH2:21]Br)[N:3]=1.[CH2:23]([OH:31])[CH2:24][C:25]1[CH:30]=[CH:29][CH:28]=[CH:27][CH:26]=1. (2) The reactants are: [CH3:1][O:2][C:3]([NH:5][C@@H:6]([CH:10]([CH3:12])[CH3:11])[C:7]([OH:9])=O)=[O:4].CN(C(ON1N=NC2C=CC=NC1=2)=[N+](C)C)C.F[P-](F)(F)(F)(F)F.[CH2:37]1[C:41]2([CH2:46][CH2:45][O:44][CH2:43][CH2:42]2)[CH2:40][CH:39]([C:47]([O:49][CH2:50][CH3:51])=[O:48])[NH:38]1.CCN(C(C)C)C(C)C. Given the product [CH3:1][O:2][C:3]([NH:5][C@@H:6]([CH:10]([CH3:12])[CH3:11])[C:7]([N:38]1[C@H:39]([C:47]([O:49][CH2:50][CH3:51])=[O:48])[CH2:40][C:41]2([CH2:46][CH2:45][O:44][CH2:43][CH2:42]2)[CH2:37]1)=[O:9])=[O:4], predict the reactants needed to synthesize it. (3) The reactants are: [ClH:1].[N:2]12[CH2:9][CH2:8][CH:5]([CH2:6][CH2:7]1)[CH:4]([CH2:10][C:11]([O:13]C1C(F)=C(F)C(F)=C(F)C=1F)=O)[CH2:3]2.N[C:26]1[CH:27]=[C:28]2[C:33](=[CH:34][CH:35]=1)[N:32]=[CH:31][CH:30]=[CH:29]2.C(=O)([O-])[O-].Cl.C[N:42](C=O)C. Given the product [ClH:1].[N:2]12[CH2:7][CH2:6][CH:5]([CH2:8][CH2:9]1)[CH:4]([CH2:10][C:11]([NH:42][C:35]1[CH:34]=[C:33]3[C:28]([CH:29]=[CH:30][CH:31]=[N:32]3)=[CH:27][CH:26]=1)=[O:13])[CH2:3]2, predict the reactants needed to synthesize it.